The task is: Predict the product of the given reaction.. This data is from Forward reaction prediction with 1.9M reactions from USPTO patents (1976-2016). (1) The product is: [C:20]([C:19]1[CH:22]=[C:15]([NH:14][C:11]([C:7]2[CH:6]=[C:5]([S:2]([Cl:1])(=[O:4])=[O:3])[S:9][C:8]=2[CH3:10])=[O:12])[CH:16]=[CH:17][C:18]=1[F:23])#[N:21]. Given the reactants [Cl:1][S:2]([C:5]1[S:9][C:8]([CH3:10])=[C:7]([C:11](Cl)=[O:12])[CH:6]=1)(=[O:4])=[O:3].[NH2:14][C:15]1[CH:16]=[CH:17][C:18]([F:23])=[C:19]([CH:22]=1)[C:20]#[N:21], predict the reaction product. (2) The product is: [C:1]([NH:5][C:6]([C:8]1[CH:9]=[C:10]([CH:34]=[CH:35][CH:36]=1)[O:11][C:12]1[CH:17]=[CH:16][C:15]([NH:18][C:19]2[C:29]3[CH:28]=[C:27]([C:30]([NH:37][C:38]([CH3:42])([CH3:41])[CH2:39][OH:40])=[O:32])[CH2:26][CH2:25][NH:24][C:23]=3[N:22]=[CH:21][N:20]=2)=[CH:14][C:13]=1[Cl:33])=[O:7])([CH3:4])([CH3:3])[CH3:2]. Given the reactants [C:1]([NH:5][C:6]([C:8]1[CH:9]=[C:10]([CH:34]=[CH:35][CH:36]=1)[O:11][C:12]1[CH:17]=[CH:16][C:15]([NH:18][C:19]2[C:29]3[CH:28]=[C:27]([C:30]([OH:32])=O)[CH2:26][CH2:25][NH:24][C:23]=3[N:22]=[CH:21][N:20]=2)=[CH:14][C:13]=1[Cl:33])=[O:7])([CH3:4])([CH3:3])[CH3:2].[NH2:37][C:38]([CH3:42])([CH3:41])[CH2:39][OH:40].Cl.C(N=C=NCCCN(C)C)C.O.ON1C2C=CC=CC=2N=N1, predict the reaction product. (3) Given the reactants [NH2:1][C:2]1[CH:3]=[N:4][C:5]2[C:10]([C:11]=1[NH:12][CH2:13][CH2:14][C:15]([O:17][CH2:18][CH3:19])=[O:16])=[CH:9][CH:8]=[CH:7][CH:6]=2.[CH:20](OCC)(OCC)OCC, predict the reaction product. The product is: [N:12]1([CH2:13][CH2:14][C:15]([O:17][CH2:18][CH3:19])=[O:16])[C:11]2[C:10]3[CH:9]=[CH:8][CH:7]=[CH:6][C:5]=3[N:4]=[CH:3][C:2]=2[N:1]=[CH:20]1. (4) Given the reactants [Br:1][C:2]1[CH:7]=[CH:6][C:5]([C:8]2[CH:13]=[CH:12][C:11]([OH:14])=[CH:10][CH:9]=2)=[CH:4][CH:3]=1.C([O-])([O-])=O.[K+].[K+].Br[CH2:22][CH2:23][CH2:24][CH2:25][CH2:26][CH2:27][CH3:28], predict the reaction product. The product is: [Br:1][C:2]1[CH:3]=[CH:4][C:5]([C:8]2[CH:13]=[CH:12][C:11]([O:14][CH2:22][CH2:23][CH2:24][CH2:25][CH2:26][CH2:27][CH3:28])=[CH:10][CH:9]=2)=[CH:6][CH:7]=1. (5) Given the reactants [NH2:1][C@@H:2]([CH3:5])[CH2:3][OH:4].C(N(CC)CC)C.[C:13](O[C:13]([O:15][C:16]([CH3:19])([CH3:18])[CH3:17])=[O:14])([O:15][C:16]([CH3:19])([CH3:18])[CH3:17])=[O:14], predict the reaction product. The product is: [OH:4][CH2:3][C@@H:2]([NH:1][C:13](=[O:14])[O:15][C:16]([CH3:19])([CH3:18])[CH3:17])[CH3:5]. (6) Given the reactants Cl.[NH2:2][C@H:3]1[CH2:10][CH2:9][CH2:8][NH:7][C:5](=[O:6])[CH2:4]1.C([O-])([O-])=O.[Na+].[Na+].[CH2:17]([S:31](Cl)(=[O:33])=[O:32])[CH2:18][CH2:19][CH2:20][CH2:21][CH2:22][CH2:23][CH2:24][CH2:25][CH2:26][CH2:27][CH2:28][CH2:29][CH3:30], predict the reaction product. The product is: [CH2:17]([S:31]([NH:2][C@H:3]1[CH2:10][CH2:9][CH2:8][NH:7][C:5](=[O:6])[CH2:4]1)(=[O:33])=[O:32])[CH2:18][CH2:19][CH2:20][CH2:21][CH2:22][CH2:23][CH2:24][CH2:25][CH2:26][CH2:27][CH2:28][CH2:29][CH3:30]. (7) Given the reactants [C:1]1([C:11]2[CH:16]=[CH:15][CH:14]=[CH:13][CH:12]=2)[CH:6]=[CH:5][C:4]([C:7](=[O:10])[CH2:8]Br)=[CH:3][CH:2]=1.CCO.[N-:20]=[N+]=[N-].[Na+].[BH4-].[Na+], predict the reaction product. The product is: [NH2:20][CH2:8][CH:7]([C:4]1[CH:5]=[CH:6][C:1]([C:11]2[CH:16]=[CH:15][CH:14]=[CH:13][CH:12]=2)=[CH:2][CH:3]=1)[OH:10]. (8) Given the reactants Br[C:2]1[CH:7]=[CH:6][C:5]([C@@H:8]([N:10]2[CH2:15][CH2:14][C@:13]([CH2:22][CH2:23][N:24]([CH3:29])[S:25]([CH3:28])(=[O:27])=[O:26])([C:16]3[CH:21]=[CH:20][CH:19]=[CH:18][CH:17]=3)[O:12][C:11]2=[O:30])[CH3:9])=[CH:4][CH:3]=1.[CH3:31][C:32]1[CH:37]=[C:36](B(O)O)[CH:35]=[CH:34][N:33]=1, predict the reaction product. The product is: [CH3:29][N:24]([CH2:23][CH2:22][C@@:13]1([C:16]2[CH:21]=[CH:20][CH:19]=[CH:18][CH:17]=2)[O:12][C:11](=[O:30])[N:10]([C@H:8]([C:5]2[CH:6]=[CH:7][C:2]([C:36]3[CH:35]=[CH:34][N:33]=[C:32]([CH3:31])[CH:37]=3)=[CH:3][CH:4]=2)[CH3:9])[CH2:15][CH2:14]1)[S:25]([CH3:28])(=[O:27])=[O:26].